Dataset: Tox21: 12 toxicity assays (nuclear receptors and stress response pathways). Task: Binary classification across 12 toxicity assays. (1) The drug is O=C(N[C@H]1N=C(c2ccccc2F)c2cccc3c2N(CC3)C1=O)c1cc2ccccc2[nH]1. It tested positive (active) for: NR-AhR (Aryl hydrocarbon Receptor agonist activity). (2) The drug is Oc1ccc(Cl)cc1Cc1ccccc1. It tested positive (active) for: SR-ARE (Antioxidant Response Element (oxidative stress)), and SR-MMP (Mitochondrial Membrane Potential disruption).